From a dataset of Full USPTO retrosynthesis dataset with 1.9M reactions from patents (1976-2016). Predict the reactants needed to synthesize the given product. (1) Given the product [C:1]([O:5][C:6]([N:8]1[C:17]2[C:12](=[N:13][C:14]([O:18][CH3:19])=[CH:15][CH:16]=2)[C@@H:11]([NH:20][C:21]2[N:26]=[C:25]([CH2:27][C:28]3[CH:33]=[C:32]([C:34]([F:37])([F:36])[F:35])[CH:31]=[C:30]([C:38]([F:41])([F:40])[F:39])[CH:29]=3)[C:24]([N:78]([CH3:79])[CH3:77])=[CH:23][N:22]=2)[CH2:10][C@H:9]1[CH2:43][CH3:44])=[O:7])([CH3:4])([CH3:3])[CH3:2], predict the reactants needed to synthesize it. The reactants are: [C:1]([O:5][C:6]([N:8]1[C:17]2[C:12](=[N:13][C:14]([O:18][CH3:19])=[CH:15][CH:16]=2)[C@@H:11]([NH:20][C:21]2[N:26]=[C:25]([CH2:27][C:28]3[CH:33]=[C:32]([C:34]([F:37])([F:36])[F:35])[CH:31]=[C:30]([C:38]([F:41])([F:40])[F:39])[CH:29]=3)[C:24](Br)=[CH:23][N:22]=2)[CH2:10][C@H:9]1[CH2:43][CH3:44])=[O:7])([CH3:4])([CH3:3])[CH3:2].C(P(C(C)(C)C)C1C=CC=CC=1C1C=CC=CC=1)(C)(C)C.CC(C)([O-])C.[Na+].O1CCCC1.[CH3:77][NH:78][CH3:79]. (2) Given the product [Br:11][CH2:1][C:2]1[CH:10]=[CH:9][C:5]2[S:6][CH:7]=[CH:8][C:4]=2[CH:3]=1, predict the reactants needed to synthesize it. The reactants are: [CH3:1][C:2]1[CH:10]=[CH:9][C:5]2[S:6][CH:7]=[CH:8][C:4]=2[CH:3]=1.[Br:11]N1C(=O)CCC1=O. (3) Given the product [CH2:20]([O:1][C:2]1[CH:3]=[CH:4][C:5]([CH2:8][C:9]([O:11][CH2:12][CH3:13])=[O:10])=[CH:6][CH:7]=1)[C:21]1[CH:26]=[CH:25][CH:24]=[CH:23][CH:22]=1, predict the reactants needed to synthesize it. The reactants are: [OH:1][C:2]1[CH:7]=[CH:6][C:5]([CH2:8][C:9]([O:11][CH2:12][CH3:13])=[O:10])=[CH:4][CH:3]=1.C([O-])([O-])=O.[K+].[K+].[CH2:20](Cl)[C:21]1[CH:26]=[CH:25][CH:24]=[CH:23][CH:22]=1.O. (4) Given the product [F:1][C:2]1[CH:7]=[CH:6][C:5]([C:8]2[CH:9]=[CH:10][C:11]3[N:12]([C:14]([S:17][C:18]4[CH:23]=[CH:22][C:21]5[N:24]=[C:27]([NH2:26])[NH:25][C:20]=5[CH:19]=4)=[N:15][N:16]=3)[N:13]=2)=[CH:4][CH:3]=1, predict the reactants needed to synthesize it. The reactants are: [F:1][C:2]1[CH:7]=[CH:6][C:5]([C:8]2[CH:9]=[CH:10][C:11]3[N:12]([C:14]([S:17][C:18]4[CH:19]=[C:20]([NH2:25])[C:21]([NH2:24])=[CH:22][CH:23]=4)=[N:15][N:16]=3)[N:13]=2)=[CH:4][CH:3]=1.[N:26]#[C:27]Br.[OH-].[Na+].